Dataset: Catalyst prediction with 721,799 reactions and 888 catalyst types from USPTO. Task: Predict which catalyst facilitates the given reaction. (1) Reactant: [Cl:1][C:2]1[NH:10][C:9]2[C:8](=[O:11])[N:7]([CH2:12][CH2:13][CH2:14][CH2:15]/[C:16](=[N:19]/[H])/[NH:17][OH:18])[C:6](=[O:21])[N:5]([CH2:22][CH2:23][CH2:24][CH2:25][CH3:26])[C:4]=2[N:3]=1.CC[O-].[Na+].[S:31]1[CH:35]=[CH:34][C:33]([C:36](OCC)=O)=[CH:32]1. Product: [Cl:1][C:2]1[NH:10][C:9]2[C:8](=[O:11])[N:7]([CH2:12][CH2:13][CH2:14][CH2:15][C:16]3[N:19]=[C:36]([C:33]4[CH:34]=[CH:35][S:31][CH:32]=4)[O:18][N:17]=3)[C:6](=[O:21])[N:5]([CH2:22][CH2:23][CH2:24][CH2:25][CH3:26])[C:4]=2[N:3]=1. The catalyst class is: 14. (2) Reactant: [Cl:1][C:2]1[CH:18]=[CH:17][C:5]2[CH2:6][CH2:7][N:8](C(=O)C(F)(F)F)[CH2:9][CH2:10][C:4]=2[C:3]=1[OH:19].[C:31]([O:30][C:28](O[C:28]([O:30][C:31]([CH3:34])([CH3:33])[CH3:32])=[O:29])=[O:29])([CH3:34])([CH3:33])[CH3:32]. Product: [C:31]([O:30][C:28]([N:8]1[CH2:9][CH2:10][C:4]2[C:3]([OH:19])=[C:2]([Cl:1])[CH:18]=[CH:17][C:5]=2[CH2:6][CH2:7]1)=[O:29])([CH3:32])([CH3:33])[CH3:34]. The catalyst class is: 547. (3) Reactant: [NH2:1][C:2]1[CH:9]=[CH:8][C:5]([C:6]#[N:7])=[CH:4][CH:3]=1.[CH3:10][C:11]1([CH3:19])[O:16][C:15](=[O:17])[CH2:14][C:13](=[O:18])[O:12]1.[CH:20](OCC)(OCC)OCC. Product: [CH3:10][C:11]1([CH3:19])[O:16][C:15](=[O:17])[C:14](=[CH:20][NH:1][C:2]2[CH:9]=[CH:8][C:5]([C:6]#[N:7])=[CH:4][CH:3]=2)[C:13](=[O:18])[O:12]1. The catalyst class is: 8.